This data is from NCI-60 drug combinations with 297,098 pairs across 59 cell lines. The task is: Regression. Given two drug SMILES strings and cell line genomic features, predict the synergy score measuring deviation from expected non-interaction effect. (1) Drug 1: CS(=O)(=O)C1=CC(=C(C=C1)C(=O)NC2=CC(=C(C=C2)Cl)C3=CC=CC=N3)Cl. Drug 2: CC1=CC=C(C=C1)C2=CC(=NN2C3=CC=C(C=C3)S(=O)(=O)N)C(F)(F)F. Cell line: K-562. Synergy scores: CSS=22.1, Synergy_ZIP=-5.95, Synergy_Bliss=-1.72, Synergy_Loewe=-1.47, Synergy_HSA=-1.14. (2) Drug 1: CN(C)N=NC1=C(NC=N1)C(=O)N. Drug 2: CN1C2=C(C=C(C=C2)N(CCCl)CCCl)N=C1CCCC(=O)O.Cl. Cell line: OVCAR-8. Synergy scores: CSS=5.29, Synergy_ZIP=-1.31, Synergy_Bliss=-1.63, Synergy_Loewe=-4.10, Synergy_HSA=-4.02. (3) Drug 1: C1CC(=O)NC(=O)C1N2C(=O)C3=CC=CC=C3C2=O. Drug 2: CC1C(C(CC(O1)OC2CC(CC3=C2C(=C4C(=C3O)C(=O)C5=CC=CC=C5C4=O)O)(C(=O)C)O)N)O. Cell line: COLO 205. Synergy scores: CSS=43.7, Synergy_ZIP=-1.74, Synergy_Bliss=-4.21, Synergy_Loewe=-51.8, Synergy_HSA=-4.48. (4) Drug 1: CN(CC1=CN=C2C(=N1)C(=NC(=N2)N)N)C3=CC=C(C=C3)C(=O)NC(CCC(=O)O)C(=O)O. Drug 2: CCC(=C(C1=CC=CC=C1)C2=CC=C(C=C2)OCCN(C)C)C3=CC=CC=C3.C(C(=O)O)C(CC(=O)O)(C(=O)O)O. Cell line: HT29. Synergy scores: CSS=58.2, Synergy_ZIP=2.27, Synergy_Bliss=3.10, Synergy_Loewe=-36.0, Synergy_HSA=-0.557. (5) Drug 1: C1CCN(CC1)CCOC2=CC=C(C=C2)C(=O)C3=C(SC4=C3C=CC(=C4)O)C5=CC=C(C=C5)O. Drug 2: CC=C1C(=O)NC(C(=O)OC2CC(=O)NC(C(=O)NC(CSSCCC=C2)C(=O)N1)C(C)C)C(C)C. Cell line: SK-MEL-2. Synergy scores: CSS=29.0, Synergy_ZIP=4.33, Synergy_Bliss=7.88, Synergy_Loewe=-27.7, Synergy_HSA=2.26. (6) Drug 1: C(=O)(N)NO. Drug 2: C(CCl)NC(=O)N(CCCl)N=O. Cell line: HOP-92. Synergy scores: CSS=5.77, Synergy_ZIP=-4.06, Synergy_Bliss=-2.66, Synergy_Loewe=-2.10, Synergy_HSA=-1.48. (7) Drug 1: C1=CC(=C2C(=C1NCCNCCO)C(=O)C3=C(C=CC(=C3C2=O)O)O)NCCNCCO. Drug 2: CCCS(=O)(=O)NC1=C(C(=C(C=C1)F)C(=O)C2=CNC3=C2C=C(C=N3)C4=CC=C(C=C4)Cl)F. Cell line: OVCAR-4. Synergy scores: CSS=16.8, Synergy_ZIP=-5.56, Synergy_Bliss=-0.760, Synergy_Loewe=-38.2, Synergy_HSA=-2.89.